Dataset: Cav3 T-type calcium channel HTS with 100,875 compounds. Task: Binary Classification. Given a drug SMILES string, predict its activity (active/inactive) in a high-throughput screening assay against a specified biological target. The drug is Clc1c(Cn2nc(NC(=O)C)cc2)c(F)ccc1. The result is 0 (inactive).